From a dataset of Reaction yield outcomes from USPTO patents with 853,638 reactions. Predict the reaction yield, written as a fraction of the theoretical maximum amount of product (1.0 means a 100% yield; for example, 0.34 means a 34% yield). (1) The reactants are C(OC1C=C(F)C=C2C=1C(CC(N1CC3C(=CC=CC=3)C1)=O)=C[N:13]2CC)C1C=CC=CC=1.[CH2:33]([N:36]1[C:44]2[C:39](=[C:40]3[O:48][CH2:47][CH2:46][O:45][C:41]3=[CH:42][CH:43]=2)[C:38]([CH2:49][C:50]([OH:52])=O)=[CH:37]1)[CH2:34][CH3:35]. No catalyst specified. The product is [CH2:33]([N:36]1[C:44]2[C:39](=[C:40]3[O:48][CH2:47][CH2:46][O:45][C:41]3=[CH:42][CH:43]=2)[C:38]([CH2:49][C:50]([NH2:13])=[O:52])=[CH:37]1)[CH2:34][CH3:35]. The yield is 1.00. (2) The reactants are Cl[C:2]1[CH:11]=[CH:10][C:9]2[C:4](=[CH:5][CH:6]=[C:7]([Cl:23])[C:8]=2[NH:12][C:13](=[O:22])[CH2:14][CH2:15][CH:16]2[CH2:21][CH2:20][CH2:19][CH2:18][CH2:17]2)[N:3]=1.[N:24]1(C(OC(C)(C)C)=O)[CH2:29][CH2:28][NH:27][CH2:26][CH2:25]1.C(N(CC)CC)C.FC(F)(F)C(O)=O. The catalyst is [Br-].C([N+](CCCC)(CCCC)CCCC)CCC.ClCCl. The product is [NH3:3].[Cl:23][C:7]1[C:8]([NH:12][C:13](=[O:22])[CH2:14][CH2:15][CH:16]2[CH2:21][CH2:20][CH2:19][CH2:18][CH2:17]2)=[C:9]2[C:4](=[CH:5][CH:6]=1)[N:3]=[C:2]([N:24]1[CH2:29][CH2:28][NH:27][CH2:26][CH2:25]1)[CH:11]=[CH:10]2. The yield is 0.100. (3) The reactants are [Cl:1][C:2]1[CH:7]=[CH:6][C:5]([CH:8](O)[CH3:9])=[CH:4][C:3]=1[S:11]([CH3:14])(=[O:13])=[O:12].C1(P([N:29]=[N+:30]=[N-:31])(C2C=CC=CC=2)=O)C=CC=CC=1.N12CCCN=C1CCCCC2. The catalyst is C1(C)C=CC=CC=1. The product is [N:29]([CH:8]([C:5]1[CH:6]=[CH:7][C:2]([Cl:1])=[C:3]([S:11]([CH3:14])(=[O:13])=[O:12])[CH:4]=1)[CH3:9])=[N+:30]=[N-:31]. The yield is 0.280. (4) The reactants are [C:1](=[O:6])([O:4][CH3:5])OC.[Cl:7][C:8]1[CH:13]=[CH:12][C:11]([C:14](=[O:16])[CH3:15])=[CH:10][CH:9]=1.[H-].[Na+]. The catalyst is O1CCCC1. The product is [Cl:7][C:8]1[CH:13]=[CH:12][C:11]([C:14](=[O:16])[CH2:15][C:1]([O:4][CH3:5])=[O:6])=[CH:10][CH:9]=1. The yield is 0.510. (5) The reactants are C([O:3][P:4]([CH2:7][C:8]1[CH:13]=[C:12]([Cl:14])[CH:11]=[CH:10][C:9]=1[O:15][CH2:16][C:17]([N:19]1[CH2:24][CH:23]([CH3:25])[N:22]([CH2:26][C:27]2[CH:32]=[CH:31][C:30]([F:33])=[CH:29][CH:28]=2)[CH2:21][CH:20]1[CH3:34])=[O:18])([NH2:6])=[O:5])C.C[Si](Br)(C)C. The catalyst is ClCCl. The product is [Cl:14][C:12]1[CH:11]=[CH:10][C:9]([O:15][CH2:16][C:17]([N:19]2[CH2:24][C@H:23]([CH3:25])[N:22]([CH2:26][C:27]3[CH:28]=[CH:29][C:30]([F:33])=[CH:31][CH:32]=3)[CH2:21][C@H:20]2[CH3:34])=[O:18])=[C:8]([CH:13]=1)[CH2:7][P:4]([NH2:6])(=[O:3])[OH:5]. The yield is 1.00.